This data is from Catalyst prediction with 721,799 reactions and 888 catalyst types from USPTO. The task is: Predict which catalyst facilitates the given reaction. (1) Reactant: [OH:1][CH:2]1[CH2:7][CH2:6][O:5][CH:4]([C:8]2[CH:17]=[CH:16][CH:15]=[CH:14][C:9]=2[C:10]([O:12][CH3:13])=[O:11])[CH2:3]1.CC(OI1(OC(C)=O)(OC(C)=O)OC(=O)C2C=CC=CC1=2)=O. Product: [O:1]=[C:2]1[CH2:7][CH2:6][O:5][CH:4]([C:8]2[CH:17]=[CH:16][CH:15]=[CH:14][C:9]=2[C:10]([O:12][CH3:13])=[O:11])[CH2:3]1. The catalyst class is: 4. (2) Reactant: [CH3:1][O:2][C:3]1[CH:8]=[CH:7][CH:6]=[CH:5][C:4]=1[N:9]1[CH2:14][CH2:13][N:12]([CH2:15][CH2:16]O)[CH2:11][CH2:10]1.ClCC[CH2:21][OH:22].[I-].[K+]. Product: [CH3:1][O:2][C:3]1[CH:8]=[CH:7][CH:6]=[CH:5][C:4]=1[N:9]1[CH2:10][CH2:11][N:12]([CH2:15][CH2:16][CH2:21][OH:22])[CH2:13][CH2:14]1. The catalyst class is: 21. (3) Product: [Br:1][C:2]1[CH:8]=[CH:7][C:5]([NH:6][N:14]=[C:20]2[CH2:21][CH2:22][CH2:23][CH2:24][C:19]2=[O:18])=[C:4]([C:9]([F:10])([F:11])[F:12])[CH:3]=1. The catalyst class is: 6. Reactant: [Br:1][C:2]1[CH:8]=[CH:7][C:5]([NH2:6])=[C:4]([C:9]([F:12])([F:11])[F:10])[CH:3]=1.Cl.[N:14]([O-])=O.[Na+].[O:18]=[C:19]1[CH2:24][CH2:23][CH2:22][CH2:21][CH:20]1C(O)=O.